From a dataset of Forward reaction prediction with 1.9M reactions from USPTO patents (1976-2016). Predict the product of the given reaction. (1) Given the reactants [CH2:1]([O:8][C:9]1[CH:24]=[C:23]([NH:25][CH2:26][C:27]2[CH:32]=[CH:31][C:30]([CH:33]3[CH2:38][CH2:37][CH2:36][CH2:35][CH2:34]3)=[CH:29][CH:28]=2)[CH:22]=[CH:21][C:10]=1[C:11]([O:13][CH2:14][C:15]1[CH:20]=[CH:19][CH:18]=[CH:17][CH:16]=1)=[O:12])[C:2]1[CH:7]=[CH:6][CH:5]=[CH:4][CH:3]=1.[CH3:39][N:40]([CH2:51][C:52](O)=[O:53])[S:41]([C:44]1[CH:49]=[CH:48][C:47]([CH3:50])=[CH:46][CH:45]=1)(=[O:43])=[O:42], predict the reaction product. The product is: [CH2:1]([O:8][C:9]1[CH:24]=[C:23]([N:25]([CH2:26][C:27]2[CH:28]=[CH:29][C:30]([CH:33]3[CH2:38][CH2:37][CH2:36][CH2:35][CH2:34]3)=[CH:31][CH:32]=2)[C:52](=[O:53])[CH2:51][N:40]([CH3:39])[S:41]([C:44]2[CH:49]=[CH:48][C:47]([CH3:50])=[CH:46][CH:45]=2)(=[O:43])=[O:42])[CH:22]=[CH:21][C:10]=1[C:11]([O:13][CH2:14][C:15]1[CH:20]=[CH:19][CH:18]=[CH:17][CH:16]=1)=[O:12])[C:2]1[CH:3]=[CH:4][CH:5]=[CH:6][CH:7]=1. (2) Given the reactants [Cl:1][C:2]1[CH:3]=[C:4]([CH:7]=[CH:8][CH:9]=1)[CH:5]=O.Cl.[NH2:11][OH:12].C([O-])(=O)C.[Na+], predict the reaction product. The product is: [Cl:1][C:2]1[CH:3]=[C:4]([CH:7]=[CH:8][CH:9]=1)[CH:5]=[N:11][OH:12].